Dataset: Drug-target binding data from BindingDB using IC50 measurements. Task: Regression. Given a target protein amino acid sequence and a drug SMILES string, predict the binding affinity score between them. We predict pIC50 (pIC50 = -log10(IC50 in M); higher means more potent). Dataset: bindingdb_ic50. (1) The small molecule is CCOC(=O)[C@H](Cc1ccccc1)NC(=O)[C@H](Cc1ccccc1)NC(=O)[C@@H]1CCCN1C(=O)[C@@H](N)Cc1ccc(O)cc1. The target protein sequence is MDSGAVPGNASDCTDPFAQSTCSPAPSPGSWTNLSHLDGNLSDPCGPNRTDLVGSDSLCPPTGSPSMITAITIMALYSIVCVVGLFGNFLVMYVIVRYTKMKTATNIYIFNLALADALATSTLPFQSVNYLMGTWPFGTILCKIVISIDYYNMFTSIFTLCTMSVDRYIAVCHPVKALDFRTPRNAKIVNVCNWILSSAIGLPVMFMATTKYRNGSIDCTLTFSHPTWYWENLLKICVFIFAFIMPVLIITVCYGLMILRLKSVRMLSGSKEKDRNLRRITRMVLVVVAVFIVCWTPIHIYVIIKALITIPETTFQTVSWHFCIALGYTNSCLNPVLYAFLDENFKRCFREFCIPTSSTIEQQNSTRIRQNTRDHPSTANTVDRTNHQLENLEAETAPLP. The pIC50 is 7.2. (2) The drug is CC1CN(c2ncccc2C(F)(F)F)CCN1S(=O)(=O)c1ccc(C(C)(C)C)cc1. The target protein sequence is MKHQHQHQHQHQHQQPLNEEFRPEMLQGKKVIVTGASKGIGREMAYHLAKMGAHVVVTARSKETLQKVVSHCLELGAASAHYIAGTMEDMTFAEQFVAQAGKLMGGLDMLILNHITNTSLNLFHDDIHHVRKSMEVNFLSYVVLTVAALPMLKQSNGSIVVVSSLAGKVAYPMVAAYSASKFALDGFFSSIRKEYSVSRVNVSITLCVLGLIDTETAMKAVSGIVHMQAAPKEECALEIIKGGALRQEEVYYDSSLWTTLLIRNPSRKILEFLYSTSYNMDRFINK. The pIC50 is 8.0.